Dataset: HIV replication inhibition screening data with 41,000+ compounds from the AIDS Antiviral Screen. Task: Binary Classification. Given a drug SMILES string, predict its activity (active/inactive) in a high-throughput screening assay against a specified biological target. (1) The molecule is COc1cc(-c2oc3c(OC)c(OC)cc(O)c3c(=O)c2OC)ccc1O. The result is 1 (active). (2) The drug is CC(=O)OCC1OC(Nc2nc(O)nc(O)c2N=O)C(OC(C)=O)C(OC(C)=O)C1OC(C)=O. The result is 0 (inactive). (3) The result is 0 (inactive). The molecule is O=S1CC(c2ccccc2)=C(c2ccccc2)CS1. (4) The molecule is CC1OC(=O)N2CCC=CC12. The result is 0 (inactive). (5) The drug is NC(=Cc1ccc(OCc2ccccc2)c(OCc2ccccc2)c1[N+](=O)[O-])C(=O)O. The result is 0 (inactive). (6) The drug is COc1ccc(C=C2C=C3OCOC3=CC2=O)cc1. The result is 0 (inactive). (7) The molecule is NC(C(=O)O)C1=CCCCCCC1. The result is 0 (inactive). (8) The drug is COc1cc([N+](=O)[O-])ccc1N1C(=O)C2c3[nH]c4ccccc4c3C3CCC(C(C)(C)C)CC3C2C1=O. The result is 0 (inactive). (9) The drug is O=C(O)CCSSCCCS(=O)O.[NaH]. The result is 0 (inactive).